Dataset: Reaction yield outcomes from USPTO patents with 853,638 reactions. Task: Predict the reaction yield, written as a fraction of the theoretical maximum amount of product (1.0 means a 100% yield; for example, 0.34 means a 34% yield). (1) The reactants are Cl[C:2]1[C:7]([CH:8]([CH3:10])[CH3:9])=[C:6]([O:11][CH2:12][C:13]2[CH:18]=[CH:17][C:16]([O:19][CH3:20])=[CH:15][CH:14]=2)[N:5]=[C:4]([O:21][CH2:22][C:23]2[CH:28]=[CH:27][C:26]([O:29][CH3:30])=[CH:25][CH:24]=2)[N:3]=1.[C:31]([SiH2:35][O:36][C:37]([CH3:48])([CH3:47])[C:38]1[CH:39]=[C:40]([CH2:44][C:45]#[N:46])[CH:41]=[CH:42][CH:43]=1)([CH3:34])([CH3:33])[CH3:32].[H-].[Na+]. The catalyst is CN(C=O)C. The product is [C:31]([SiH2:35][O:36][C:37]([CH3:48])([CH3:47])[C:38]1[CH:39]=[C:40]([CH:44]([C:2]2[C:7]([CH:8]([CH3:10])[CH3:9])=[C:6]([O:11][CH2:12][C:13]3[CH:18]=[CH:17][C:16]([O:19][CH3:20])=[CH:15][CH:14]=3)[N:5]=[C:4]([O:21][CH2:22][C:23]3[CH:28]=[CH:27][C:26]([O:29][CH3:30])=[CH:25][CH:24]=3)[N:3]=2)[C:45]#[N:46])[CH:41]=[CH:42][CH:43]=1)([CH3:34])([CH3:33])[CH3:32]. The yield is 0.650. (2) The reactants are [CH:1]([C:4]1[C:5]([C:14]([C:16]2[CH:17]=[C:18]([CH:21]=[C:22]([CH3:24])[CH:23]=2)[CH:19]=O)=[O:15])=[N:6][C:7]([O:12][CH3:13])=[N:8][C:9]=1[O:10][CH3:11])([CH3:3])[CH3:2].[C:25]([CH2:27]P(=O)(OCC)OCC)#[N:26].CC(C)([O-])C.[K+]. The catalyst is C1COCC1.CCOCC. The product is [CH:1]([C:4]1[C:5]([C:14]([C:16]2[CH:17]=[C:18]([CH:19]=[CH:27][C:25]#[N:26])[CH:21]=[C:22]([CH3:24])[CH:23]=2)=[O:15])=[N:6][C:7]([O:12][CH3:13])=[N:8][C:9]=1[O:10][CH3:11])([CH3:2])[CH3:3]. The yield is 0.650. (3) The reactants are Cl.CN(C)CCCN=C=NCC.[NH2:13][C:14](=[N:20][OH:21])[C:15]([O:17][CH2:18][CH3:19])=[O:16].[Br:22][C:23]1[CH:24]=[C:25]([CH:29]=[C:30]([Br:33])[C:31]=1[OH:32])[C:26](O)=O. The catalyst is N1C=CC=CC=1. The product is [Br:22][C:23]1[CH:24]=[C:25]([C:26]2[O:21][N:20]=[C:14]([C:15]([O:17][CH2:18][CH3:19])=[O:16])[N:13]=2)[CH:29]=[C:30]([Br:33])[C:31]=1[OH:32]. The yield is 0.120. (4) The reactants are Br[C:2]1[C:3]([O:17][CH3:18])=[C:4]([CH2:8][NH:9][C:10](=[O:16])[O:11][C:12]([CH3:15])([CH3:14])[CH3:13])[CH:5]=[CH:6][CH:7]=1.C1(P(C2CCCCC2)C2C=CC3C(=CC=CC=3)C=2C2C3C(=CC=CC=3)C=CC=2OC)CCCCC1.[O-]P([O-])([O-])=O.[K+].[K+].[K+].[CH3:62][C:63]([Si:66]([CH3:79])([CH3:78])[O:67][CH2:68][C:69]1[CH:70]=[C:71](B(O)O)[CH:72]=[CH:73][CH:74]=1)([CH3:65])[CH3:64]. The catalyst is O1CCOCC1.CC([O-])=O.CC([O-])=O.[Pd+2]. The product is [CH3:65][C:63]([Si:66]([CH3:79])([CH3:78])[O:67][CH2:68][C:69]1[CH:70]=[C:71]([C:2]2[CH:7]=[CH:6][CH:5]=[C:4]([CH2:8][NH:9][C:10](=[O:16])[O:11][C:12]([CH3:15])([CH3:14])[CH3:13])[C:3]=2[O:17][CH3:18])[CH:72]=[CH:73][CH:74]=1)([CH3:62])[CH3:64]. The yield is 0.720. (5) The product is [CH:1]([CH:4]1[N:13]2[C:8](=[CH:9][C:10](=[O:19])[C:11]([C:14]([OH:16])=[O:15])=[CH:12]2)[C:7]2[CH:20]=[C:21]([O:30][CH3:31])[C:22]([O:24][CH2:25][C:26]([F:28])([F:29])[F:27])=[CH:23][C:6]=2[CH2:5]1)([CH3:3])[CH3:2]. The yield is 0.840. The catalyst is C1COCC1. The reactants are [CH:1]([CH:4]1[N:13]2[C:8](=[CH:9][C:10](=[O:19])[C:11]([C:14]([O:16]CC)=[O:15])=[CH:12]2)[C:7]2[CH:20]=[C:21]([O:30][CH3:31])[C:22]([O:24][CH2:25][C:26]([F:29])([F:28])[F:27])=[CH:23][C:6]=2[CH2:5]1)([CH3:3])[CH3:2].[OH-].[Na+].Cl. (6) The reactants are [F:1][C:2]1[C:7]([C:8]2[NH:12][CH:11]=[C:10]([CH:13]=[O:14])[CH:9]=2)=[CH:6][CH:5]=[CH:4][N:3]=1.[Cl:15]N1C(=O)CCC1=O.O. The catalyst is CN(C)C=O. The product is [Cl:15][C:9]1[C:10]([CH:13]=[O:14])=[CH:11][NH:12][C:8]=1[C:7]1[C:2]([F:1])=[N:3][CH:4]=[CH:5][CH:6]=1. The yield is 0.440. (7) The reactants are [CH:1]1([C:4]([N:6]2[CH2:11][CH:10]=[C:9]([C:12]3[NH:28][C:15]4=[N:16][CH:17]=[C:18]([NH:20]C(=O)OC(C)(C)C)[CH:19]=[C:14]4[CH:13]=3)[CH2:8][CH2:7]2)=[O:5])[CH2:3][CH2:2]1.Cl. The catalyst is ClCCl.O1CCOCC1. The product is [NH2:20][C:18]1[CH:19]=[C:14]2[CH:13]=[C:12]([C:9]3[CH2:10][CH2:11][N:6]([C:4]([CH:1]4[CH2:2][CH2:3]4)=[O:5])[CH2:7][CH:8]=3)[NH:28][C:15]2=[N:16][CH:17]=1. The yield is 1.00. (8) The reactants are [CH:1]1[C:9]2[C:8]3[CH:10]=[CH:11][CH:12]=[CH:13][C:7]=3[O:6][C:5]=2[C:4]([C:14]2[CH:19]=[CH:18][C:17]([CH2:20][NH2:21])=[CH:16][CH:15]=2)=[CH:3][CH:2]=1.[F:22][C:23]([F:33])([F:32])[C:24]1[CH:31]=[CH:30][C:27]([CH:28]=O)=[CH:26][CH:25]=1. No catalyst specified. The product is [CH:1]1[C:9]2[C:8]3[CH:10]=[CH:11][CH:12]=[CH:13][C:7]=3[O:6][C:5]=2[C:4]([C:14]2[CH:15]=[CH:16][C:17]([CH2:20][NH:21][CH2:28][C:27]3[CH:26]=[CH:25][C:24]([C:23]([F:22])([F:32])[F:33])=[CH:31][CH:30]=3)=[CH:18][CH:19]=2)=[CH:3][CH:2]=1. The yield is 0.510. (9) The reactants are [CH2:1]([C:17]1[CH:22]=[CH:21][C:20]([S:23](Cl)(=[O:25])=[O:24])=[CH:19][CH:18]=1)[CH2:2][CH2:3][CH2:4][CH2:5][CH2:6][CH2:7][CH2:8][CH2:9][CH2:10][CH2:11][CH2:12][CH2:13][CH2:14][CH2:15][CH3:16].[S:27]1[CH:31]=[N:30][N:29]=[C:28]1[NH2:32].Cl. The catalyst is N1C=CC=CC=1. The product is [CH2:1]([C:17]1[CH:22]=[CH:21][C:20]([S:23]([NH:32][C:28]2[S:27][CH:31]=[N:30][N:29]=2)(=[O:25])=[O:24])=[CH:19][CH:18]=1)[CH2:2][CH2:3][CH2:4][CH2:5][CH2:6][CH2:7][CH2:8][CH2:9][CH2:10][CH2:11][CH2:12][CH2:13][CH2:14][CH2:15][CH3:16]. The yield is 0.460. (10) The reactants are [C:1]([O:10]C)(=O)[C:2]1[C:3](=[CH:5][CH:6]=[CH:7][CH:8]=1)[NH2:4].[C:12](OCC)(=[O:19])[CH2:13][C:14]([O:16][CH2:17][CH3:18])=[O:15].[O-]CC.[Na+]. The catalyst is C(O)C. The product is [OH:10][C:1]1[C:2]2[C:3](=[CH:5][CH:6]=[CH:7][CH:8]=2)[NH:4][C:12](=[O:19])[C:13]=1[C:14]([O:16][CH2:17][CH3:18])=[O:15]. The yield is 0.860.